This data is from Peptide-MHC class II binding affinity with 134,281 pairs from IEDB. The task is: Regression. Given a peptide amino acid sequence and an MHC pseudo amino acid sequence, predict their binding affinity value. This is MHC class II binding data. (1) The peptide sequence is AQAVYDFRSIVDYLR. The MHC is HLA-DPA10301-DPB10402 with pseudo-sequence HLA-DPA10301-DPB10402. The binding affinity (normalized) is 0.0638. (2) The peptide sequence is RRRVMIQSSGGKLRL. The MHC is DRB3_0101 with pseudo-sequence DRB3_0101. The binding affinity (normalized) is 0.0796. (3) The peptide sequence is ASKNFHLQKNTIGTG. The MHC is DRB1_1101 with pseudo-sequence DRB1_1101. The binding affinity (normalized) is 0.579. (4) The peptide sequence is IVYIKPAKNIYSFNE. The MHC is HLA-DQA10401-DQB10402 with pseudo-sequence HLA-DQA10401-DQB10402. The binding affinity (normalized) is 0.267. (5) The peptide sequence is STTENVVNLSNYEDA. The MHC is DRB1_0101 with pseudo-sequence DRB1_0101. The binding affinity (normalized) is 0.264.